From a dataset of NCI-60 drug combinations with 297,098 pairs across 59 cell lines. Regression. Given two drug SMILES strings and cell line genomic features, predict the synergy score measuring deviation from expected non-interaction effect. (1) Drug 1: CN(C)N=NC1=C(NC=N1)C(=O)N. Drug 2: CN1C(=O)N2C=NC(=C2N=N1)C(=O)N. Cell line: NCI-H226. Synergy scores: CSS=-1.60, Synergy_ZIP=1.04, Synergy_Bliss=0.151, Synergy_Loewe=-2.93, Synergy_HSA=-2.61. (2) Drug 1: C1=CC=C(C=C1)NC(=O)CCCCCCC(=O)NO. Drug 2: CC1=C(C(=O)C2=C(C1=O)N3CC4C(C3(C2COC(=O)N)OC)N4)N. Cell line: IGROV1. Synergy scores: CSS=8.86, Synergy_ZIP=-0.638, Synergy_Bliss=2.97, Synergy_Loewe=-5.00, Synergy_HSA=-0.927. (3) Drug 1: C1CC(=O)NC(=O)C1N2C(=O)C3=CC=CC=C3C2=O. Drug 2: COCCOC1=C(C=C2C(=C1)C(=NC=N2)NC3=CC=CC(=C3)C#C)OCCOC.Cl. Cell line: OVCAR3. Synergy scores: CSS=-12.9, Synergy_ZIP=1.75, Synergy_Bliss=0.336, Synergy_Loewe=-36.1, Synergy_HSA=-26.8. (4) Drug 1: CCC1=C2CN3C(=CC4=C(C3=O)COC(=O)C4(CC)O)C2=NC5=C1C=C(C=C5)O. Drug 2: CC12CCC3C(C1CCC2OP(=O)(O)O)CCC4=C3C=CC(=C4)OC(=O)N(CCCl)CCCl.[Na+]. Cell line: HL-60(TB). Synergy scores: CSS=39.0, Synergy_ZIP=6.35, Synergy_Bliss=3.51, Synergy_Loewe=-45.8, Synergy_HSA=-9.03. (5) Drug 1: CC=C1C(=O)NC(C(=O)OC2CC(=O)NC(C(=O)NC(CSSCCC=C2)C(=O)N1)C(C)C)C(C)C. Drug 2: CNC(=O)C1=NC=CC(=C1)OC2=CC=C(C=C2)NC(=O)NC3=CC(=C(C=C3)Cl)C(F)(F)F. Cell line: IGROV1. Synergy scores: CSS=20.5, Synergy_ZIP=3.51, Synergy_Bliss=3.00, Synergy_Loewe=-53.9, Synergy_HSA=-3.96. (6) Drug 1: C1CC(=O)NC(=O)C1N2CC3=C(C2=O)C=CC=C3N. Drug 2: COC1=C2C(=CC3=C1OC=C3)C=CC(=O)O2. Cell line: SK-MEL-2. Synergy scores: CSS=0.135, Synergy_ZIP=0.483, Synergy_Bliss=-1.07, Synergy_Loewe=-1.46, Synergy_HSA=-1.55. (7) Drug 1: C1=CC(=C2C(=C1NCCNCCO)C(=O)C3=C(C=CC(=C3C2=O)O)O)NCCNCCO. Drug 2: C1CC(C1)(C(=O)O)C(=O)O.[NH2-].[NH2-].[Pt+2]. Cell line: UACC62. Synergy scores: CSS=35.9, Synergy_ZIP=-10.0, Synergy_Bliss=-8.42, Synergy_Loewe=-5.43, Synergy_HSA=-2.99.